This data is from Reaction yield outcomes from USPTO patents with 853,638 reactions. The task is: Predict the reaction yield, written as a fraction of the theoretical maximum amount of product (1.0 means a 100% yield; for example, 0.34 means a 34% yield). (1) The reactants are [CH3:1][C:2]1[CH:3]([C:8]([O:10][CH2:11][CH3:12])=[O:9])[CH2:4][C:5](=[O:7])[CH:6]=1.O.O.O.O.O.O.O.[Cl-].[Ce+3].[Cl-].[Cl-].[BH4-].[Na+].[NH4+].[Cl-]. The catalyst is CCOCC.CO. The product is [OH:7][C@@H:5]1[CH2:4][C@H:3]([C:8]([O:10][CH2:11][CH3:12])=[O:9])[C:2]([CH3:1])=[CH:6]1. The yield is 0.460. (2) The reactants are Cl.[NH2:2][C:3]1[C:4]2[C:14]([O:15][CH2:16][C@H:17]3[CH2:22][CH2:21][CH2:20][CH2:19][NH:18]3)=[CH:13][CH:12]=[CH:11][C:5]=2[NH:6][S:7](=[O:10])(=[O:9])[N:8]=1.C(N(CC)CC)C.[CH3:30][CH:31]([CH3:36])[CH2:32][C:33](O)=[O:34].CCN=C=NCCCN(C)C.Cl.C1C=CC2N(O)N=NC=2C=1. The catalyst is CN(C=O)C. The product is [NH2:2][C:3]1[C:4]2[C:14]([O:15][CH2:16][C@H:17]3[CH2:22][CH2:21][CH2:20][CH2:19][N:18]3[C:33](=[O:34])[CH2:32][CH:31]([CH3:36])[CH3:30])=[CH:13][CH:12]=[CH:11][C:5]=2[NH:6][S:7](=[O:9])(=[O:10])[N:8]=1. The yield is 0.130. (3) The reactants are C[O:2][C:3](=[O:37])[CH2:4][CH2:5][C:6]1[CH:11]=[CH:10][C:9]([C:12]([CH2:34][CH3:35])([C:15]2[CH:20]=[CH:19][C:18]([C:21]#[C:22][C:23]([OH:32])([C:28]([F:31])([F:30])[F:29])[C:24]([F:27])([F:26])[F:25])=[C:17]([CH3:33])[CH:16]=2)[CH2:13][CH3:14])=[CH:8][C:7]=1[CH3:36].[OH-].[K+].[NH4+].[Cl-]. The catalyst is CO. The product is [CH2:13]([C:12]([C:9]1[CH:10]=[CH:11][C:6]([CH2:5][CH2:4][C:3]([OH:37])=[O:2])=[C:7]([CH3:36])[CH:8]=1)([C:15]1[CH:20]=[CH:19][C:18]([C:21]#[C:22][C:23]([OH:32])([C:28]([F:29])([F:31])[F:30])[C:24]([F:27])([F:25])[F:26])=[C:17]([CH3:33])[CH:16]=1)[CH2:34][CH3:35])[CH3:14]. The yield is 0.750. (4) The reactants are Cl[C:2](OC(Cl)(Cl)Cl)=[O:3].[NH2:9][C:10]1[CH:18]=[CH:17][C:16]([F:19])=[CH:15][C:11]=1[C:12]([OH:14])=[O:13]. The catalyst is O1CCOCC1. The product is [F:19][C:16]1[CH:17]=[CH:18][C:10]2[NH:9][C:2](=[O:3])[O:13][C:12](=[O:14])[C:11]=2[CH:15]=1. The yield is 0.960. (5) The reactants are [CH:1]1([CH:6]([N:10]2[CH:14]=[C:13]([C:15]3[C:16]4[CH:23]=[CH:22][N:21](COCC[Si](C)(C)C)[C:17]=4[N:18]=[CH:19][N:20]=3)[CH:12]=[N:11]2)[CH2:7][C:8]#[CH:9])[CH2:5][CH2:4][CH2:3][CH2:2]1. The catalyst is C(Cl)Cl.C(O)(C(F)(F)F)=O. The product is [CH:1]1([CH:6]([N:10]2[CH:14]=[C:13]([C:15]3[C:16]4[CH:23]=[CH:22][NH:21][C:17]=4[N:18]=[CH:19][N:20]=3)[CH:12]=[N:11]2)[CH2:7][C:8]#[CH:9])[CH2:5][CH2:4][CH2:3][CH2:2]1. The yield is 0.600. (6) The catalyst is CCOC(C)=O.Cl[Pd]Cl. The product is [CH:42]1([CH2:41][C@H:27]([NH:26][C:24]([N:20]2[CH2:21][CH2:22][CH2:23][C@@H:18]([C@@:10]([C:6]3[C:5]4[O:1][CH2:2][CH2:3][C:4]=4[CH:9]=[CH:8][CH:7]=3)([OH:17])[CH2:11][CH2:12][CH2:13][CH2:14][O:15][CH3:16])[CH2:19]2)=[O:25])[CH2:28][NH:29][CH3:30])[CH2:46][CH2:45][CH2:44][CH2:43]1. The yield is 0.465. The reactants are [O:1]1[C:5]2[C:6]([C@:10]([C@@H:18]3[CH2:23][CH2:22][CH2:21][N:20]([C:24]([NH:26][C@@H:27]([CH2:41][CH:42]4[CH2:46][CH2:45][CH2:44][CH2:43]4)[CH2:28][N:29](C)[C:30](=O)OCC4C=CC=CC=4)=[O:25])[CH2:19]3)([OH:17])[CH2:11][CH2:12][CH2:13][CH2:14][O:15][CH3:16])=[CH:7][CH:8]=[CH:9][C:4]=2[CH:3]=[CH:2]1.